This data is from Peptide-MHC class I binding affinity with 185,985 pairs from IEDB/IMGT. The task is: Regression. Given a peptide amino acid sequence and an MHC pseudo amino acid sequence, predict their binding affinity value. This is MHC class I binding data. The peptide sequence is SYWVRANFK. The MHC is HLA-A24:03 with pseudo-sequence YSAMYEEKVAHTDENIAYLMFHYYTWAVQAYTWY. The binding affinity (normalized) is 0.0847.